From a dataset of Forward reaction prediction with 1.9M reactions from USPTO patents (1976-2016). Predict the product of the given reaction. Given the reactants C[O:2][C:3]1[C:8]([C:9]([OH:11])=[O:10])=[CH:7][C:6]([C:12]([OH:14])=[O:13])=[CH:5][C:4]=1[C:15]([OH:17])=[O:16], predict the reaction product. The product is: [OH:2][C:3]1[C:4]([C:15]([OH:17])=[O:16])=[CH:5][C:6]([C:12]([OH:14])=[O:13])=[CH:7][C:8]=1[C:9]([OH:11])=[O:10].